Dataset: Reaction yield outcomes from USPTO patents with 853,638 reactions. Task: Predict the reaction yield, written as a fraction of the theoretical maximum amount of product (1.0 means a 100% yield; for example, 0.34 means a 34% yield). (1) The reactants are [CH2:1]([O:8][C:9]([N:11]1[CH2:15][CH2:14][CH2:13][CH:12]1[C:16]1[NH:17][C:18]([C:21]2[CH:26]=[CH:25][C:24](Br)=[CH:23][CH:22]=2)=[CH:19][N:20]=1)=[O:10])[C:2]1[CH:7]=[CH:6][CH:5]=[CH:4][CH:3]=1.[C:28]([O:32][C:33]([NH:35][C:36]1[CH:37]=[C:38](B(O)O)[CH:39]=[CH:40][CH:41]=1)=[O:34])([CH3:31])([CH3:30])[CH3:29].C([O-])([O-])=O.[K+].[K+].N#N. The catalyst is C1C=CC([P]([Pd]([P](C2C=CC=CC=2)(C2C=CC=CC=2)C2C=CC=CC=2)([P](C2C=CC=CC=2)(C2C=CC=CC=2)C2C=CC=CC=2)[P](C2C=CC=CC=2)(C2C=CC=CC=2)C2C=CC=CC=2)(C2C=CC=CC=2)C2C=CC=CC=2)=CC=1.COCCOC. The product is [CH2:1]([O:8][C:9]([N:11]1[CH2:15][CH2:14][CH2:13][CH:12]1[C:16]1[NH:17][C:18]([C:21]2[CH:26]=[CH:25][C:24]([C:38]3[CH:39]=[CH:40][CH:41]=[C:36]([NH:35][C:33]([O:32][C:28]([CH3:31])([CH3:30])[CH3:29])=[O:34])[CH:37]=3)=[CH:23][CH:22]=2)=[CH:19][N:20]=1)=[O:10])[C:2]1[CH:7]=[CH:6][CH:5]=[CH:4][CH:3]=1. The yield is 0.640. (2) The reactants are Cl.[NH2:2][OH:3].C([O-])(O)=O.[Na+].[C:9]1([NH:15][S:16]([C:19]2[CH:24]=[CH:23][C:22]([CH:25]=[CH:26][C:27](Cl)=[O:28])=[CH:21][CH:20]=2)(=[O:18])=[O:17])[CH:14]=[CH:13][CH:12]=[CH:11][CH:10]=1. The catalyst is O1CCCC1. The product is [OH:3][NH:2][C:27](=[O:28])[CH:26]=[CH:25][C:22]1[CH:23]=[CH:24][C:19]([S:16](=[O:18])(=[O:17])[NH:15][C:9]2[CH:14]=[CH:13][CH:12]=[CH:11][CH:10]=2)=[CH:20][CH:21]=1. The yield is 0.390. (3) The reactants are [CH2:1]([N:8]1[C:16]2[C:11](=[CH:12][CH:13]=[C:14]([C:17]3[CH:22]=[CH:21][CH:20]=[C:19]([Cl:23])[CH:18]=3)[CH:15]=2)[C:10]([C:24](=[O:30])[C:25]([O:27]CC)=[O:26])=[CH:9]1)[C:2]1[CH:7]=[CH:6][CH:5]=[CH:4][CH:3]=1.[OH-].[K+]. The catalyst is C1COCC1.O. The product is [CH2:1]([N:8]1[C:16]2[C:11](=[CH:12][CH:13]=[C:14]([C:17]3[CH:22]=[CH:21][CH:20]=[C:19]([Cl:23])[CH:18]=3)[CH:15]=2)[C:10]([C:24](=[O:30])[C:25]([OH:27])=[O:26])=[CH:9]1)[C:2]1[CH:3]=[CH:4][CH:5]=[CH:6][CH:7]=1. The yield is 0.600. (4) The reactants are C[O:2][C:3]([C:5]1[C:13]([O:14][CH3:15])=[C:12]2[C:8]([CH:9]=[N:10][N:11]2[S:16](=[O:21])(=[O:20])[N:17]([CH3:19])[CH3:18])=[CH:7][CH:6]=1)=O.[BH4-].[Li+]. The catalyst is C1COCC1. The product is [CH3:19][N:17]([CH3:18])[S:16]([N:11]1[C:12]2[C:8](=[CH:7][CH:6]=[C:5]([CH2:3][OH:2])[C:13]=2[O:14][CH3:15])[CH:9]=[N:10]1)(=[O:20])=[O:21]. The yield is 0.980. (5) The reactants are [CH2:1]([O:3][C:4]([C:6]1[CH:7]=[C:8]2[C:13](=[CH:14][CH:15]=1)[NH:12][CH:11]([C:16]1[CH:21]=[C:20]([Cl:22])[CH:19]=[C:18](Br)[CH:17]=1)[C:10]([CH3:25])([CH3:24])[CH2:9]2)=[O:5])[CH3:2].[NH:26]1[CH2:31][CH2:30][O:29][CH2:28][CH2:27]1.N1CCC[C@H]1C(O)=O.[OH-].[K+]. The catalyst is CS(C)=O.[Cu]I.C(OCC)(=O)C. The product is [CH2:1]([O:3][C:4]([C:6]1[CH:7]=[C:8]2[C:13](=[CH:14][CH:15]=1)[NH:12][CH:11]([C:16]1[CH:17]=[C:18]([N:26]3[CH2:31][CH2:30][O:29][CH2:28][CH2:27]3)[CH:19]=[C:20]([Cl:22])[CH:21]=1)[C:10]([CH3:25])([CH3:24])[CH2:9]2)=[O:5])[CH3:2]. The yield is 0.440.